Dataset: NCI-60 drug combinations with 297,098 pairs across 59 cell lines. Task: Regression. Given two drug SMILES strings and cell line genomic features, predict the synergy score measuring deviation from expected non-interaction effect. Drug 1: CC1C(C(CC(O1)OC2CC(OC(C2O)C)OC3=CC4=CC5=C(C(=O)C(C(C5)C(C(=O)C(C(C)O)O)OC)OC6CC(C(C(O6)C)O)OC7CC(C(C(O7)C)O)OC8CC(C(C(O8)C)O)(C)O)C(=C4C(=C3C)O)O)O)O. Drug 2: C(CN)CNCCSP(=O)(O)O. Cell line: SK-MEL-5. Synergy scores: CSS=9.01, Synergy_ZIP=-2.11, Synergy_Bliss=-4.72, Synergy_Loewe=-43.8, Synergy_HSA=-7.23.